From a dataset of Catalyst prediction with 721,799 reactions and 888 catalyst types from USPTO. Predict which catalyst facilitates the given reaction. (1) Reactant: [F:1][C:2]1[CH:3]=[N:4][C:5]2[CH:6]=[CH:7][C:8](=[O:29])[N:9]3[CH:13]([CH2:14][N:15]4[CH2:20][CH2:19][CH:18]([NH:21]C(=O)OC(C)(C)C)[CH2:17][CH2:16]4)[CH2:12][C:11]=1[C:10]=23. Product: [NH2:21][CH:18]1[CH2:19][CH2:20][N:15]([CH2:14][CH:13]2[N:9]3[C:10]4[C:11](=[C:2]([F:1])[CH:3]=[N:4][C:5]=4[CH:6]=[CH:7][C:8]3=[O:29])[CH2:12]2)[CH2:16][CH2:17]1. The catalyst class is: 137. (2) Reactant: Cl[C:2]1[CH:7]=[C:6]([C:8]2[CH:13]=[CH:12][N:11]=[C:10]([Cl:14])[CH:9]=2)[N:5]=[C:4]([S:15][CH3:16])[N:3]=1.CC#N.C([O-])([O-])=O.[K+].[K+].[CH3:26][O:27][CH:28]([O:31][CH3:32])[CH2:29][NH2:30]. Product: [Cl:14][C:10]1[CH:9]=[C:8]([C:6]2[N:5]=[C:4]([S:15][CH3:16])[N:3]=[C:2]([NH:30][CH2:29][CH:28]([O:31][CH3:32])[O:27][CH3:26])[CH:7]=2)[CH:13]=[CH:12][N:11]=1. The catalyst class is: 2. (3) Reactant: [Cl:1][C:2]1[CH:3]=[CH:4][C:5](C#N)=[N:6][CH:7]=1.[CH3:10][Mg]Br.Cl.[C:14](=[O:17])(O)[O-].[Na+]. Product: [Cl:1][C:2]1[CH:3]=[CH:4][C:5]([C:14](=[O:17])[CH3:10])=[N:6][CH:7]=1. The catalyst class is: 385. (4) Reactant: [SH:1][CH2:2][CH2:3][CH2:4][OH:5].CCN(C(C)C)C(C)C.Br[CH:16]1[CH2:20][CH2:19][O:18][C:17]1=[O:21]. Product: [OH:5][CH2:4][CH2:3][CH2:2][S:1][CH:16]1[CH2:20][CH2:19][O:18][C:17]1=[O:21]. The catalyst class is: 3. (5) Reactant: [NH2:1][C:2]1[C:6]2[CH:7]=[N:8][C:9]([NH:11][C:12]([NH:14][C@@H:15]([C:17]3[CH:22]=[CH:21][CH:20]=[CH:19][CH:18]=3)[CH3:16])=[O:13])=[CH:10][C:5]=2[N:4]([C:23]([C:36]2[CH:41]=[CH:40][CH:39]=[CH:38][CH:37]=2)([C:30]2[CH:35]=[CH:34][CH:33]=[CH:32][CH:31]=2)[C:24]2[CH:29]=[CH:28][CH:27]=[CH:26][CH:25]=2)[N:3]=1.N1C=CC=CC=1.Cl[C:49]([O:51][CH3:52])=[O:50]. Product: [C:17]1([C@H:15]([NH:14][C:12](=[O:13])[NH:11][C:9]2[N:8]=[CH:7][C:6]3[C:2]([NH:1][C:49](=[O:50])[O:51][CH3:52])=[N:3][N:4]([C:23]([C:24]4[CH:25]=[CH:26][CH:27]=[CH:28][CH:29]=4)([C:36]4[CH:41]=[CH:40][CH:39]=[CH:38][CH:37]=4)[C:30]4[CH:31]=[CH:32][CH:33]=[CH:34][CH:35]=4)[C:5]=3[CH:10]=2)[CH3:16])[CH:22]=[CH:21][CH:20]=[CH:19][CH:18]=1. The catalyst class is: 2.